From a dataset of Forward reaction prediction with 1.9M reactions from USPTO patents (1976-2016). Predict the product of the given reaction. (1) Given the reactants Cl[C:2]1[N:7]=[C:6]([C:8]2[C:9]([C:13]3[CH:18]=[CH:17][C:16]([Cl:19])=[CH:15][CH:14]=3)=[N:10][NH:11][CH:12]=2)[CH:5]=[CH:4][N:3]=1.[CH3:20][N:21]1[CH2:26][CH2:25][N:24]([C:27]2[CH:32]=[CH:31][C:30]([NH2:33])=[CH:29][CH:28]=2)[CH2:23][CH2:22]1.Cl, predict the reaction product. The product is: [Cl:19][C:16]1[CH:17]=[CH:18][C:13]([C:9]2[C:8]([C:6]3[CH:5]=[CH:4][N:3]=[C:2]([NH:33][C:30]4[CH:29]=[CH:28][C:27]([N:24]5[CH2:23][CH2:22][N:21]([CH3:20])[CH2:26][CH2:25]5)=[CH:32][CH:31]=4)[N:7]=3)=[CH:12][NH:11][N:10]=2)=[CH:14][CH:15]=1. (2) Given the reactants [OH:1][C:2]1[CH:7]=[CH:6][CH:5]=[CH:4][C:3]=1[C:8](=[O:10])[CH3:9].[C:11]([N:19]1[CH2:24][CH2:23][C:22](=O)[CH2:21][CH2:20]1)(=[O:18])[C:12]1[CH:17]=[CH:16][CH:15]=[CH:14][CH:13]=1.N1CCCC1, predict the reaction product. The product is: [C:11]([N:19]1[CH2:24][CH2:23][C:22]2([CH2:9][C:8](=[O:10])[C:3]3[C:2](=[CH:7][CH:6]=[CH:5][CH:4]=3)[O:1]2)[CH2:21][CH2:20]1)(=[O:18])[C:12]1[CH:17]=[CH:16][CH:15]=[CH:14][CH:13]=1. (3) The product is: [Cl:31][C:26]1[CH:25]=[C:24]([C:23]2[N:19]([C:14]3[CH:15]=[CH:16][CH:17]=[C:12]([Cl:11])[CH:13]=3)[N:20]=[C:21]([C:32]([O:34][CH2:35][CH3:36])=[O:33])[CH:22]=2)[CH:29]=[C:28]([F:30])[CH:27]=1. Given the reactants Cl.ClC1C=C(NN)C=CC=1.[Cl:11][C:12]1[CH:13]=[C:14]([N:19]2[C:23]([C:24]3[CH:29]=[C:28]([F:30])[CH:27]=[C:26]([Cl:31])[CH:25]=3)=[CH:22][C:21]([C:32]([O:34][CH2:35][CH3:36])=[O:33])=[N:20]2)[CH:15]=[CH:16][C:17]=1F, predict the reaction product. (4) Given the reactants [C:1]([C:5]1[CH:13]=[C:12]2[C:8]([CH2:9][CH2:10][NH:11]2)=[CH:7][C:6]=1[S:14][C:15]#[N:16])([CH3:4])([CH3:3])[CH3:2].[C:17](O[C:17]([O:19][C:20]([CH3:23])([CH3:22])[CH3:21])=[O:18])([O:19][C:20]([CH3:23])([CH3:22])[CH3:21])=[O:18], predict the reaction product. The product is: [C:20]([O:19][C:17]([N:11]1[C:12]2[C:8](=[CH:7][C:6]([S:14][C:15]#[N:16])=[C:5]([C:1]([CH3:4])([CH3:2])[CH3:3])[CH:13]=2)[CH2:9][CH2:10]1)=[O:18])([CH3:23])([CH3:22])[CH3:21].